Task: Regression. Given a peptide amino acid sequence and an MHC pseudo amino acid sequence, predict their binding affinity value. This is MHC class II binding data.. Dataset: Peptide-MHC class II binding affinity with 134,281 pairs from IEDB (1) The peptide sequence is LASSCQVAFSYFPPP. The MHC is DRB1_1302 with pseudo-sequence DRB1_1302. The binding affinity (normalized) is 0.167. (2) The binding affinity (normalized) is 0. The MHC is HLA-DQA10102-DQB10501 with pseudo-sequence HLA-DQA10102-DQB10501. The peptide sequence is IDGNCDGRGKSTRST. (3) The peptide sequence is KKEGNTSLLWNGPMAVS. The MHC is DRB1_0404 with pseudo-sequence DRB1_0404. The binding affinity (normalized) is 0.357. (4) The peptide sequence is GELQIVDKSDAAFKI. The MHC is DRB1_0701 with pseudo-sequence DRB1_0701. The binding affinity (normalized) is 0.607. (5) The peptide sequence is SAHGSGREVIDAMCH. The MHC is DRB5_0101 with pseudo-sequence DRB5_0101. The binding affinity (normalized) is 0.475.